Dataset: Full USPTO retrosynthesis dataset with 1.9M reactions from patents (1976-2016). Task: Predict the reactants needed to synthesize the given product. (1) Given the product [CH3:10][S:11][C:2]1[CH:3]=[CH:4][C:5]([C:8]#[N:9])=[N:6][CH:7]=1, predict the reactants needed to synthesize it. The reactants are: Br[C:2]1[CH:3]=[CH:4][C:5]([C:8]#[N:9])=[N:6][CH:7]=1.[CH3:10][S-:11].[Na+].C(=O)([O-])[O-].[K+].[K+]. (2) Given the product [CH:1]1([C:4]2[N:5]=[C:6]3[C:12]([C:13]([NH:32][C@@H:33]([CH3:41])[C:34]([O:36][C:37]([CH3:40])([CH3:39])[CH3:38])=[O:35])=[O:14])=[CH:11][N:10]([CH2:16][O:17][CH2:18][CH2:19][Si:20]([CH3:22])([CH3:23])[CH3:21])[C:7]3=[N:8][CH:9]=2)[CH2:2][CH2:3]1, predict the reactants needed to synthesize it. The reactants are: [CH:1]1([C:4]2[N:5]=[C:6]3[C:12]([C:13](O)=[O:14])=[CH:11][N:10]([CH2:16][O:17][CH2:18][CH2:19][Si:20]([CH3:23])([CH3:22])[CH3:21])[C:7]3=[N:8][CH:9]=2)[CH2:3][CH2:2]1.C(N(CC)CC)C.Cl.[NH2:32][C@@H:33]([CH3:41])[C:34]([O:36][C:37]([CH3:40])([CH3:39])[CH3:38])=[O:35].C1CN([P+](ON2N=NC3C=CC=CC2=3)(N2CCCC2)N2CCCC2)CC1.F[P-](F)(F)(F)(F)F. (3) The reactants are: [Br:1][C:2]1[CH:3]=[C:4]([C:9]2([C:15]3[CH:20]=[CH:19][C:18]([O:21][CH3:22])=[C:17]([CH3:23])[CH:16]=3)[CH2:13][O:12][C:11]([NH2:14])=[N:10]2)[CH:5]=[CH:6][C:7]=1[F:8]. Given the product [Br:1][C:2]1[CH:3]=[C:4]([C@@:9]2([C:15]3[CH:20]=[CH:19][C:18]([O:21][CH3:22])=[C:17]([CH3:23])[CH:16]=3)[CH2:13][O:12][C:11]([NH2:14])=[N:10]2)[CH:5]=[CH:6][C:7]=1[F:8], predict the reactants needed to synthesize it. (4) Given the product [C:34]([C:33]1[CH:36]=[CH:37][C:30]([N:27]2[C:1](=[NH:2])[C:3]([CH3:5])([CH3:4])[N:6]([C:7]3[CH:8]=[CH:9][C:10]([C:13]4[CH:18]=[CH:17][C:16]([NH:19][C:20](=[O:26])[O:21][C:22]([CH3:25])([CH3:24])[CH3:23])=[CH:15][CH:14]=4)=[CH:11][CH:12]=3)[C:28]2=[S:29])=[CH:31][C:32]=1[C:38]([F:39])([F:41])[F:40])#[N:35], predict the reactants needed to synthesize it. The reactants are: [C:1]([C:3]([NH:6][C:7]1[CH:12]=[CH:11][C:10]([C:13]2[CH:18]=[CH:17][C:16]([NH:19][C:20](=[O:26])[O:21][C:22]([CH3:25])([CH3:24])[CH3:23])=[CH:15][CH:14]=2)=[CH:9][CH:8]=1)([CH3:5])[CH3:4])#[N:2].[N:27]([C:30]1[CH:37]=[CH:36][C:33]([C:34]#[N:35])=[C:32]([C:38]([F:41])([F:40])[F:39])[CH:31]=1)=[C:28]=[S:29]. (5) The reactants are: O[CH2:2][C:3]1[N:4]=[C:5]([C@H:8]2[CH2:12][CH2:11][CH2:10][N:9]2[C:13]([O:15][CH2:16][C:17]2[CH:22]=[CH:21][CH:20]=[CH:19][CH:18]=2)=[O:14])[O:6][CH:7]=1.[BH3-]C#N.[Na+]. Given the product [CH3:2][C:3]1[N:4]=[C:5]([C@H:8]2[CH2:12][CH2:11][CH2:10][N:9]2[C:13]([O:15][CH2:16][C:17]2[CH:22]=[CH:21][CH:20]=[CH:19][CH:18]=2)=[O:14])[O:6][CH:7]=1, predict the reactants needed to synthesize it. (6) Given the product [CH3:28][C:4]1[N:3]=[CH:2][CH:27]=[CH:26][C:5]=1[C:6]([NH2:8])=[O:7], predict the reactants needed to synthesize it. The reactants are: Cl[C:2]1[CH:27]=[CH:26][C:5]([C:6]([NH:8]C2C=CC(Cl)=C(NC(=O)C3C=CC(F)=CC=3)C=2)=[O:7])=[C:4]([CH3:28])[N:3]=1.C[C@H]1CNC[C@@H](C)N1. (7) Given the product [C:1]([N:5]1[C:9]([NH:10][C:12](=[O:14])[CH3:13])=[CH:8][C:7]([CH3:11])=[N:6]1)([CH3:4])([CH3:3])[CH3:2], predict the reactants needed to synthesize it. The reactants are: [C:1]([N:5]1[C:9]([NH2:10])=[CH:8][C:7]([CH3:11])=[N:6]1)([CH3:4])([CH3:3])[CH3:2].[C:12](OC(=O)C)(=[O:14])[CH3:13]. (8) Given the product [CH3:21][O:20][C:14]1[CH:13]=[C:12]([CH:17]=[C:16]([O:18][CH3:19])[CH:15]=1)[CH2:11][CH2:10][C:8]1[N:9]=[C:4]2[CH:3]=[C:2]([C:31]3[CH:40]=[N:39][C:34]4=[N:35][CH:36]=[CH:37][N:38]=[C:33]4[CH:32]=3)[NH:22][C:5]2=[N:6][CH:7]=1, predict the reactants needed to synthesize it. The reactants are: Br[C:2]1[NH:22][C:5]2=[N:6][CH:7]=[C:8]([CH2:10][CH2:11][C:12]3[CH:17]=[C:16]([O:18][CH3:19])[CH:15]=[C:14]([O:20][CH3:21])[CH:13]=3)[N:9]=[C:4]2[CH:3]=1.CC1(C)C(C)(C)OB([C:31]2[CH:40]=[N:39][C:34]3=[N:35][CH:36]=[CH:37][N:38]=[C:33]3[CH:32]=2)O1. (9) Given the product [Cl:1][C:2]1[CH:7]=[CH:6][CH:5]=[C:4]([CH3:44])[C:3]=1[S:9]([NH:12][CH2:13][C:14]1[CH:15]=[C:16]([C:20]2[CH:21]=[C:22]3[C:26](=[C:27]([C:29]([NH2:31])=[O:30])[CH:28]=2)[NH:25][CH:24]=[C:23]3[CH:32]2[CH2:37][CH2:36][N:35]([S:38]([CH2:41][CH3:42])(=[O:39])=[O:40])[CH2:34][CH2:33]2)[CH:17]=[CH:18][CH:19]=1)(=[O:11])=[O:10], predict the reactants needed to synthesize it. The reactants are: [Cl:1][C:2]1[CH:7]=[CH:6][C:5](Cl)=[CH:4][C:3]=1[S:9]([NH:12][CH2:13][C:14]1[CH:15]=[C:16]([C:20]2[CH:21]=[C:22]3[C:26](=[C:27]([C:29]([NH2:31])=[O:30])[CH:28]=2)[NH:25][CH:24]=[C:23]3[CH:32]2[CH2:37][CH2:36][N:35]([S:38]([CH2:41][CH3:42])(=[O:40])=[O:39])[CH2:34][CH2:33]2)[CH:17]=[CH:18][CH:19]=1)(=[O:11])=[O:10].Cl[C:44]1C=CC(Cl)=CC=1S(Cl)(=O)=O.